From a dataset of Forward reaction prediction with 1.9M reactions from USPTO patents (1976-2016). Predict the product of the given reaction. (1) Given the reactants Cl[C:2]1[N:7]=[C:6]([NH:8][C:9]2[N:14]=[CH:13][C:12]3[N:15]=[C:16]([CH:21]([F:23])[F:22])[N:17]([CH:18]([CH3:20])[CH3:19])[C:11]=3[CH:10]=2)[CH:5]=[CH:4][N:3]=1.C(=O)([O-])[O-].[Na+].[Na+].[CH:30]1([S:33]([N:36]2[CH:40]=[C:39](B3OC(C)(C)C(C)(C)O3)[CH:38]=[N:37]2)(=[O:35])=[O:34])[CH2:32][CH2:31]1.O1CCOCC1, predict the reaction product. The product is: [CH:30]1([S:33]([N:36]2[CH:40]=[C:39]([C:2]3[N:7]=[C:6]([NH:8][C:9]4[N:14]=[CH:13][C:12]5[N:15]=[C:16]([CH:21]([F:23])[F:22])[N:17]([CH:18]([CH3:20])[CH3:19])[C:11]=5[CH:10]=4)[CH:5]=[CH:4][N:3]=3)[CH:38]=[N:37]2)(=[O:34])=[O:35])[CH2:32][CH2:31]1. (2) Given the reactants [CH3:1][C:2]1[CH:11]=[C:10]([N:12]2[CH2:16][CH2:15][CH2:14][CH2:13]2)[C:9]2[C:4](=[CH:5][C:6]([NH:17][S:18]([C:21]3S[C:23](Cl)=[CH:24][CH:25]=3)(=[O:20])=[O:19])=[CH:7][CH:8]=2)[N:3]=1.[CH3:27][N:28](C1C=C2C(C(N3CCCC3)=CC(C)=N2)=CC=1)S(C1C=CC=CC=1)(=O)=O, predict the reaction product. The product is: [CH3:1][C:2]1[CH:11]=[C:10]([N:12]2[CH2:16][CH2:15][CH2:14][CH2:13]2)[C:9]2[C:4](=[CH:5][C:6]([NH:17][S:18]([C:21]3[CH:27]=[N:28][CH:23]=[CH:24][CH:25]=3)(=[O:20])=[O:19])=[CH:7][CH:8]=2)[N:3]=1. (3) Given the reactants [OH:1]/[C:2](=[CH:8]\[C:9](=[O:16])[C:10]1[CH:11]=[N:12][CH:13]=[CH:14][CH:15]=1)/[C:3]([O:5]CC)=O.[NH2:17][CH2:18][CH2:19][C:20]1[C:28]2[C:23](=[CH:24][CH:25]=[CH:26][CH:27]=2)[NH:22][CH:21]=1.[CH:29]([C:31]1[CH:41]=[CH:40][C:34]([C:35]([O:37][CH2:38][CH3:39])=[O:36])=[CH:33][CH:32]=1)=O, predict the reaction product. The product is: [NH:22]1[C:23]2[C:28](=[CH:27][CH:26]=[CH:25][CH:24]=2)[C:20]([CH2:19][CH2:18][N:17]2[C:3](=[O:5])[C:2]([OH:1])=[C:8]([C:9](=[O:16])[C:10]3[CH:15]=[CH:14][CH:13]=[N:12][CH:11]=3)[CH:29]2[C:31]2[CH:41]=[CH:40][C:34]([C:35]([O:37][CH2:38][CH3:39])=[O:36])=[CH:33][CH:32]=2)=[CH:21]1. (4) Given the reactants [F:1][C:2]1([F:19])[CH2:6][CH2:5][C@@H:4]([C@@:7]([OH:18])([C:11]2[CH:16]=[CH:15][C:14]([Br:17])=[CH:13][CH:12]=2)[C:8]([OH:10])=[O:9])[CH2:3]1.C(OC([N:27]1[CH2:32][CH2:31][CH:30]([CH2:33]O)[CH2:29][CH2:28]1)=O)(C)(C)C, predict the reaction product. The product is: [F:19][C:2]1([F:1])[CH2:6][CH2:5][C@@H:4]([C@@:7]([OH:18])([C:11]2[CH:12]=[CH:13][C:14]([Br:17])=[CH:15][CH:16]=2)[C:8]([O:10][CH2:33][CH:30]2[CH2:31][CH2:32][NH:27][CH2:28][CH2:29]2)=[O:9])[CH2:3]1.